Dataset: Peptide-MHC class II binding affinity with 134,281 pairs from IEDB. Task: Regression. Given a peptide amino acid sequence and an MHC pseudo amino acid sequence, predict their binding affinity value. This is MHC class II binding data. (1) The peptide sequence is ASVIPPARLFKAFVL. The MHC is HLA-DQA10501-DQB10301 with pseudo-sequence HLA-DQA10501-DQB10301. The binding affinity (normalized) is 0.663. (2) The peptide sequence is AKFTCAKSMSLFEVD. The MHC is DRB1_0405 with pseudo-sequence DRB1_0405. The binding affinity (normalized) is 0.345. (3) The peptide sequence is LPADLMIRIIAQGPK. The MHC is HLA-DQA10501-DQB10301 with pseudo-sequence HLA-DQA10501-DQB10301. The binding affinity (normalized) is 0.388. (4) The peptide sequence is YDKFLANVLTVLTGK. The MHC is DRB1_1602 with pseudo-sequence DRB1_1602. The binding affinity (normalized) is 0.715. (5) The peptide sequence is GELQIVDMIDAAFKI. The MHC is DRB4_0101 with pseudo-sequence DRB4_0103. The binding affinity (normalized) is 0.389. (6) The peptide sequence is MEVGWYRSPFSRVVHLYRNGK. The MHC is DRB1_1501 with pseudo-sequence DRB1_1501. The binding affinity (normalized) is 0.297. (7) The peptide sequence is NFRFMSKGGMRNVFD. The MHC is DRB1_1501 with pseudo-sequence DRB1_1501. The binding affinity (normalized) is 0.466. (8) The peptide sequence is TPAAPAGAEPAGKAT. The MHC is DRB1_1602 with pseudo-sequence DRB1_1602. The binding affinity (normalized) is 0.230.